From a dataset of Forward reaction prediction with 1.9M reactions from USPTO patents (1976-2016). Predict the product of the given reaction. (1) The product is: [CH3:1][O:2][CH2:3][N:4]1[C:8]2[CH:9]=[CH:10][CH:11]=[CH:12][C:7]=2[N:6]=[C:5]1[C:21]([CH:23]1[CH2:24][CH:25]([NH:27][C:28]2[C:33]([N+:34]([O-:36])=[O:35])=[CH:32][CH:31]=[CH:30][N:29]=2)[CH2:26]1)=[O:22]. Given the reactants [CH3:1][O:2][CH2:3][N:4]1[C:8]2[CH:9]=[CH:10][CH:11]=[CH:12][C:7]=2[N:6]=[CH:5]1.C([Li])CCC.CON(C)[C:21]([CH:23]1[CH2:26][CH:25]([NH:27][C:28]2[C:33]([N+:34]([O-:36])=[O:35])=[CH:32][CH:31]=[CH:30][N:29]=2)[CH2:24]1)=[O:22], predict the reaction product. (2) Given the reactants [CH2:1]([C:9]1[CH:14]=[CH:13][C:12](I)=[CH:11][CH:10]=1)[CH2:2][CH2:3][CH2:4][CH2:5][CH2:6][CH2:7][CH3:8].C(O[N:25]1[CH2:30][CH2:29][N:28]([C:31]([O:33][C:34]([CH3:37])([CH3:36])[CH3:35])=[O:32])[CH2:27][CH2:26]1)(=O)C1C=CC=CC=1, predict the reaction product. The product is: [CH2:1]([C:9]1[CH:14]=[CH:13][C:12]([N:25]2[CH2:26][CH2:27][N:28]([C:31]([O:33][C:34]([CH3:37])([CH3:36])[CH3:35])=[O:32])[CH2:29][CH2:30]2)=[CH:11][CH:10]=1)[CH2:2][CH2:3][CH2:4][CH2:5][CH2:6][CH2:7][CH3:8]. (3) Given the reactants [N:1]([CH2:4][CH2:5][C:6]1[CH:11]=[CH:10][CH:9]=[CH:8][CH:7]=1)=[N+:2]=[N-:3].[CH3:12][C:13]([OH:17])([C:15]#[CH:16])[CH3:14], predict the reaction product. The product is: [CH2:4]([N:1]1[CH:16]=[C:15]([C:13]([OH:17])([CH3:14])[CH3:12])[N:3]=[N:2]1)[CH2:5][C:6]1[CH:11]=[CH:10][CH:9]=[CH:8][CH:7]=1. (4) Given the reactants [NH2:1][C:2]1[CH:3]=[C:4](/[CH:10]=[C:11](\[CH3:19])/[C:12]([O:14][C:15]([CH3:18])([CH3:17])[CH3:16])=[O:13])[CH:5]=[CH:6][C:7]=1[C:8]#[N:9], predict the reaction product. The product is: [NH2:1][C:2]1[CH:3]=[C:4]([CH2:10][CH:11]([CH3:19])[C:12]([O:14][C:15]([CH3:18])([CH3:17])[CH3:16])=[O:13])[CH:5]=[CH:6][C:7]=1[C:8]#[N:9]. (5) Given the reactants [O:1]=[C:2]1[N:8]([CH:9]2[CH2:14][CH2:13][N:12]([C:15]([O:17][C@H:18]([CH2:40][C:41]3[CH:46]=[CH:45][CH:44]=[C:43]([C:47](F)(F)F)[CH:42]=3)[C:19]([N:21]3[CH2:26][CH2:25][CH:24]([N:27]4[CH2:32][CH2:31][N:30](C(OC(C)(C)C)=O)[CH2:29][CH2:28]4)[CH2:23][CH2:22]3)=[O:20])=[O:16])[CH2:11][CH2:10]2)[CH2:7][CH2:6][C:5]2[CH:51]=[CH:52][CH:53]=[CH:54][C:4]=2[NH:3]1, predict the reaction product. The product is: [O:1]=[C:2]1[N:8]([CH:9]2[CH2:10][CH2:11][N:12]([C:15]([O:17][C@H:18]([CH2:40][C:41]3[CH:46]=[CH:45][CH:44]=[C:43]([CH3:47])[CH:42]=3)[C:19](=[O:20])[N:21]3[CH2:22][CH2:23][CH:24]([N:27]4[CH2:32][CH2:31][NH:30][CH2:29][CH2:28]4)[CH2:25][CH2:26]3)=[O:16])[CH2:13][CH2:14]2)[CH2:7][CH2:6][C:5]2[CH:51]=[CH:52][CH:53]=[CH:54][C:4]=2[NH:3]1. (6) Given the reactants [CH3:1][C:2]1[CH:7]=[CH:6][C:5]([C:8]2[N:12]=[C:11]([CH2:13][CH2:14][C:15](=[O:17])[CH3:16])[O:10][N:9]=2)=[CH:4][C:3]=1[NH:18][C:19]([C:21]1[N:25]2[CH:26]=[CH:27][CH:28]=[CH:29][C:24]2=[N:23][CH:22]=1)=[O:20].[BH4-].[Na+], predict the reaction product. The product is: [OH:17][CH:15]([CH3:16])[CH2:14][CH2:13][C:11]1[O:10][N:9]=[C:8]([C:5]2[CH:6]=[CH:7][C:2]([CH3:1])=[C:3]([NH:18][C:19]([C:21]3[N:25]4[CH:26]=[CH:27][CH:28]=[CH:29][C:24]4=[N:23][CH:22]=3)=[O:20])[CH:4]=2)[N:12]=1. (7) Given the reactants F[C:2]1[CH:11]=[CH:10][C:5]([C:6]([O:8][CH3:9])=[O:7])=[C:4]([O:12][CH2:13][CH2:14][CH2:15][NH:16][C:17]([O:19][C:20]([CH3:23])([CH3:22])[CH3:21])=[O:18])[CH:3]=1.[NH:24]1[CH2:28][CH2:27][CH2:26][CH2:25]1, predict the reaction product. The product is: [C:20]([O:19][C:17]([NH:16][CH2:15][CH2:14][CH2:13][O:12][C:4]1[CH:3]=[C:2]([N:24]2[CH2:28][CH2:27][CH2:26][CH2:25]2)[CH:11]=[CH:10][C:5]=1[C:6]([O:8][CH3:9])=[O:7])=[O:18])([CH3:23])([CH3:22])[CH3:21]. (8) Given the reactants [F:1][C:2]1[CH:3]=[C:4]([C@@H:9]([NH:11][C:12](=[O:42])[C:13]2[CH:18]=[CH:17][CH:16]=[N:15][C:14]=2[NH:19][C@H:20]([C:36]2[CH:41]=[CH:40][CH:39]=[CH:38][CH:37]=2)[CH2:21][O:22][C:23]2[CH:24]=[CH:25][C:26]3[N:31]([CH3:32])[C:30](=[O:33])OC(=O)[C:27]=3[CH:35]=2)[CH3:10])[CH:5]=[CH:6][C:7]=1[F:8].[N-:43]=[N+]=[N-].[Na+], predict the reaction product. The product is: [F:1][C:2]1[CH:3]=[C:4]([C@@H:9]([NH:11][C:12](=[O:42])[C:13]2[CH:18]=[CH:17][CH:16]=[N:15][C:14]=2[NH:19][C@H:20]([C:36]2[CH:41]=[CH:40][CH:39]=[CH:38][CH:37]=2)[CH2:21][O:22][C:23]2[CH:24]=[CH:25][C:26]3[N:31]([CH3:32])[C:30](=[O:33])[NH:43][C:27]=3[CH:35]=2)[CH3:10])[CH:5]=[CH:6][C:7]=1[F:8]. (9) Given the reactants Cl.[CH3:2][NH:3][CH2:4][CH2:5][C@H:6]1[CH2:11][CH2:10][C@H:9]([C:12]([OH:14])=[O:13])[CH2:8][CH2:7]1.CCN(C(C)C)C(C)C.Cl[C:25]1[N:30]=[C:29]([C:31]([F:34])([F:33])[F:32])[CH:28]=[CH:27][N:26]=1, predict the reaction product. The product is: [CH3:2][N:3]([C:25]1[N:30]=[C:29]([C:31]([F:34])([F:33])[F:32])[CH:28]=[CH:27][N:26]=1)[CH2:4][CH2:5][C@H:6]1[CH2:11][CH2:10][C@H:9]([C:12]([OH:14])=[O:13])[CH2:8][CH2:7]1. (10) Given the reactants [CH3:1][O:2][C:3]1[CH:8]=[CH:7][C:6]([C:9](=[O:13])[CH2:10][C:11]#[N:12])=[CH:5][CH:4]=1.[CH2:14]([N:16]([CH2:21][CH3:22])[C:17](=[O:20])[CH2:18]Cl)[CH3:15].[Na+].[I-].[OH-].[Na+], predict the reaction product. The product is: [C:11]([CH:10]([C:9]([C:6]1[CH:5]=[CH:4][C:3]([O:2][CH3:1])=[CH:8][CH:7]=1)=[O:13])[CH2:18][C:17]([N:16]([CH2:21][CH3:22])[CH2:14][CH3:15])=[O:20])#[N:12].